The task is: Predict the reactants needed to synthesize the given product.. This data is from Full USPTO retrosynthesis dataset with 1.9M reactions from patents (1976-2016). Given the product [Cl:1][C:2]1[C:3]([CH3:10])=[CH:4][C:5]([CH2:8][Cl:13])=[CH:6][N:7]=1, predict the reactants needed to synthesize it. The reactants are: [Cl:1][C:2]1[N:7]=[CH:6][C:5]([CH2:8]O)=[CH:4][C:3]=1[CH3:10].S(Cl)([Cl:13])=O.